This data is from Full USPTO retrosynthesis dataset with 1.9M reactions from patents (1976-2016). The task is: Predict the reactants needed to synthesize the given product. Given the product [Cl:1][C:2]1[CH:3]=[C:4]([CH:5]=[C:6]([C:7]([O:9][CH3:10])=[O:8])[CH:11]=1)[C:12]([OH:14])=[O:13], predict the reactants needed to synthesize it. The reactants are: [Cl:1][C:2]1[CH:3]=[C:4]([C:12]([O:14]C)=[O:13])[CH:5]=[C:6]([CH:11]=1)[C:7]([O:9][CH3:10])=[O:8].[OH-].[Na+].